Predict the product of the given reaction. From a dataset of Forward reaction prediction with 1.9M reactions from USPTO patents (1976-2016). Given the reactants CN(C)C=O.[N:6]1[CH:11]=[CH:10][CH:9]=[CH:8][C:7]=1[N:12]1[CH:17]=[C:16]([C:18]2[CH:23]=[CH:22][CH:21]=[CH:20][N:19]=2)[CH:15]=[CH:14][C:13]1=[O:24].[Br:25]N1C(=O)CCC1=O, predict the reaction product. The product is: [N:6]1[CH:11]=[CH:10][CH:9]=[CH:8][C:7]=1[N:12]1[CH:17]=[C:16]([C:18]2[CH:23]=[CH:22][CH:21]=[CH:20][N:19]=2)[CH:15]=[C:14]([Br:25])[C:13]1=[O:24].